Task: Predict the reactants needed to synthesize the given product.. Dataset: Full USPTO retrosynthesis dataset with 1.9M reactions from patents (1976-2016) (1) Given the product [C:1](=[C:4]([O:6][C:7]([C:10]([S:13]([F:30])(=[O:16])=[O:14])([F:12])[F:11])([F:9])[F:8])[F:5])([F:3])[F:2], predict the reactants needed to synthesize it. The reactants are: [C:1](=[C:4]([O:6][C:7]([C:10]([S:13]([O:16][Na])(=O)=[O:14])([F:12])[F:11])([F:9])[F:8])[F:5])([F:3])[F:2].S(OOS([O-])(=O)=O)([O-])(=O)=O.[NH4+].[NH4+].[F:30]C(F)=C(F)F. (2) Given the product [F:27][C:15]1[CH:16]=[C:17]([CH3:26])[C:18]([S:20][CH2:21][C:22]([F:25])([F:24])[F:23])=[CH:19][C:14]=1[N:5]1[C:6]([NH:7][C:8](=[O:13])[C:9]([F:12])([F:10])[F:11])=[CH:2][C:3]([O:28][CH2:29][C:30]([F:36])([F:35])[C:31]([F:32])([F:33])[F:34])=[N:4]1, predict the reactants needed to synthesize it. The reactants are: Br[C:2]1[C:3]([O:28][CH2:29][C:30]([F:36])([F:35])[C:31]([F:34])([F:33])[F:32])=[N:4][N:5]([C:14]2[CH:19]=[C:18]([S:20][CH2:21][C:22]([F:25])([F:24])[F:23])[C:17]([CH3:26])=[CH:16][C:15]=2[F:27])[C:6]=1[NH:7][C:8](=[O:13])[C:9]([F:12])([F:11])[F:10].[H][H]. (3) Given the product [C:57]([OH:66])(=[O:65])[CH:58]([CH:60]([C:62]([OH:64])=[O:63])[OH:61])[OH:59].[N:15]12[CH2:22][CH2:21][CH:18]([CH2:19][CH2:20]1)[C@@H:17]([NH:23][C:10]([C:7]1[CH:8]=[CH:9][N:4]3[CH:3]=[N:2][CH:1]=[C:5]3[CH:6]=1)=[O:12])[CH2:16]2, predict the reactants needed to synthesize it. The reactants are: [CH:1]1[N:2]=[CH:3][N:4]2[CH:9]=[CH:8][C:7]([C:10]([OH:12])=O)=[CH:6][C:5]=12.Cl.Cl.[N:15]12[CH2:22][CH2:21][CH:18]([CH2:19][CH2:20]1)[C@@H:17]([NH2:23])[CH2:16]2.CCN(C(C)C)C(C)C.CN(C(ON1N=NC2C=CC=NC1=2)=[N+](C)C)C.F[P-](F)(F)(F)(F)F.[C:57]([OH:66])(=[O:65])[C@H:58]([C@@H:60]([C:62]([OH:64])=[O:63])[OH:61])[OH:59].